Regression. Given two drug SMILES strings and cell line genomic features, predict the synergy score measuring deviation from expected non-interaction effect. From a dataset of NCI-60 drug combinations with 297,098 pairs across 59 cell lines. (1) Drug 1: C1CCN(CC1)CCOC2=CC=C(C=C2)C(=O)C3=C(SC4=C3C=CC(=C4)O)C5=CC=C(C=C5)O. Drug 2: CC1CCC2CC(C(=CC=CC=CC(CC(C(=O)C(C(C(=CC(C(=O)CC(OC(=O)C3CCCCN3C(=O)C(=O)C1(O2)O)C(C)CC4CCC(C(C4)OC)OCCO)C)C)O)OC)C)C)C)OC. Cell line: HCT-15. Synergy scores: CSS=20.6, Synergy_ZIP=-1.45, Synergy_Bliss=2.23, Synergy_Loewe=-13.8, Synergy_HSA=-1.13. (2) Drug 2: CC1OCC2C(O1)C(C(C(O2)OC3C4COC(=O)C4C(C5=CC6=C(C=C35)OCO6)C7=CC(=C(C(=C7)OC)O)OC)O)O. Synergy scores: CSS=1.16, Synergy_ZIP=-1.48, Synergy_Bliss=-2.36, Synergy_Loewe=-8.48, Synergy_HSA=-2.93. Cell line: NCI/ADR-RES. Drug 1: CC1=C2C(C(=O)C3(C(CC4C(C3C(C(C2(C)C)(CC1OC(=O)C(C(C5=CC=CC=C5)NC(=O)OC(C)(C)C)O)O)OC(=O)C6=CC=CC=C6)(CO4)OC(=O)C)OC)C)OC. (3) Drug 1: C1CC(=O)NC(=O)C1N2CC3=C(C2=O)C=CC=C3N. Drug 2: C1CN1P(=S)(N2CC2)N3CC3. Cell line: HOP-92. Synergy scores: CSS=19.6, Synergy_ZIP=-3.74, Synergy_Bliss=1.58, Synergy_Loewe=1.37, Synergy_HSA=4.18. (4) Drug 1: CCCCC(=O)OCC(=O)C1(CC(C2=C(C1)C(=C3C(=C2O)C(=O)C4=C(C3=O)C=CC=C4OC)O)OC5CC(C(C(O5)C)O)NC(=O)C(F)(F)F)O. Drug 2: CN(CC1=CN=C2C(=N1)C(=NC(=N2)N)N)C3=CC=C(C=C3)C(=O)NC(CCC(=O)O)C(=O)O. Cell line: HCT-15. Synergy scores: CSS=80.4, Synergy_ZIP=-1.62, Synergy_Bliss=-5.91, Synergy_Loewe=-11.3, Synergy_HSA=-4.09. (5) Drug 1: CN(C)C1=NC(=NC(=N1)N(C)C)N(C)C. Drug 2: C1=CN(C=N1)CC(O)(P(=O)(O)O)P(=O)(O)O. Cell line: SF-539. Synergy scores: CSS=5.37, Synergy_ZIP=-1.86, Synergy_Bliss=-1.10, Synergy_Loewe=-8.54, Synergy_HSA=-3.54. (6) Drug 1: CCC1(CC2CC(C3=C(CCN(C2)C1)C4=CC=CC=C4N3)(C5=C(C=C6C(=C5)C78CCN9C7C(C=CC9)(C(C(C8N6C)(C(=O)OC)O)OC(=O)C)CC)OC)C(=O)OC)O.OS(=O)(=O)O. Drug 2: CCC1=C2CN3C(=CC4=C(C3=O)COC(=O)C4(CC)O)C2=NC5=C1C=C(C=C5)O. Cell line: LOX IMVI. Synergy scores: CSS=24.7, Synergy_ZIP=0.926, Synergy_Bliss=-1.85, Synergy_Loewe=-20.7, Synergy_HSA=-3.38. (7) Drug 1: CC1=C(C(CCC1)(C)C)C=CC(=CC=CC(=CC(=O)O)C)C. Drug 2: C1=CN(C=N1)CC(O)(P(=O)(O)O)P(=O)(O)O. Cell line: OVCAR-5. Synergy scores: CSS=2.72, Synergy_ZIP=-1.82, Synergy_Bliss=-1.99, Synergy_Loewe=-1.20, Synergy_HSA=-0.576.